Dataset: Full USPTO retrosynthesis dataset with 1.9M reactions from patents (1976-2016). Task: Predict the reactants needed to synthesize the given product. The reactants are: [CH3:1][C:2]1[CH:3]=[C:4]([CH2:29][OH:30])[C:5]([CH2:21][O:22][CH:23]2[CH2:28][CH2:27][CH2:26][CH2:25][O:24]2)=[C:6]2[C:10]=1[N:9]([S:11]([C:14]1[CH:20]=[CH:19][C:17]([CH3:18])=[CH:16][CH:15]=1)(=[O:13])=[O:12])[CH:8]=[CH:7]2.[H-].[Na+].[CH3:33]N(C=O)C. Given the product [CH3:33][O:30][CH2:29][C:4]1[C:5]([CH2:21][O:22][CH:23]2[CH2:28][CH2:27][CH2:26][CH2:25][O:24]2)=[C:6]2[C:10](=[C:2]([CH3:1])[CH:3]=1)[N:9]([S:11]([C:14]1[CH:15]=[CH:16][C:17]([CH3:18])=[CH:19][CH:20]=1)(=[O:13])=[O:12])[CH:8]=[CH:7]2, predict the reactants needed to synthesize it.